This data is from Catalyst prediction with 721,799 reactions and 888 catalyst types from USPTO. The task is: Predict which catalyst facilitates the given reaction. (1) Reactant: [F:1][C:2]1[CH:7]=[CH:6][C:5]([CH2:8][C:9]([C:11]2[CH:22]=[CH:21][C:14]3[N:15]=[N:16][N:17]([CH:18]([CH3:20])[CH3:19])[C:13]=3[CH:12]=2)=[O:10])=[CH:4][CH:3]=1.[Br:23]Br. The catalyst class is: 15. Product: [Br:23][CH:8]([C:5]1[CH:6]=[CH:7][C:2]([F:1])=[CH:3][CH:4]=1)[C:9]([C:11]1[CH:22]=[CH:21][C:14]2[N:15]=[N:16][N:17]([CH:18]([CH3:19])[CH3:20])[C:13]=2[CH:12]=1)=[O:10]. (2) Reactant: [NH2:1][C:2]1[CH:7]=[CH:6][CH:5]=[CH:4][CH:3]=1.N1C(C)=CC=CC=1C.S(C1C=CC(C)=CC=1)(O[CH2:20][CH2:21][F:22])(=O)=O. Product: [F:22][CH2:21][CH2:20][NH:1][C:2]1[CH:7]=[CH:6][CH:5]=[CH:4][CH:3]=1. The catalyst class is: 39. (3) Reactant: [F:1][C:2]1[CH:20]=[C:19]([I:21])[CH:18]=[CH:17][C:3]=1[NH:4][C:5]1[C:6]([C:12]([O:14][CH2:15][CH3:16])=[O:13])=[CH:7][NH:8][C:9](=[O:11])[CH:10]=1.[H-].[Na+].Br[CH2:25][CH2:26][CH3:27]. Product: [F:1][C:2]1[CH:20]=[C:19]([I:21])[CH:18]=[CH:17][C:3]=1[NH:4][C:5]1[C:6]([C:12]([O:14][CH2:15][CH3:16])=[O:13])=[CH:7][N:8]([CH2:25][CH2:26][CH3:27])[C:9](=[O:11])[CH:10]=1. The catalyst class is: 3.